Predict the product of the given reaction. From a dataset of Forward reaction prediction with 1.9M reactions from USPTO patents (1976-2016). (1) Given the reactants [CH3:1][C:2]1[S:6][C:5]2[NH:7][C:8]3[CH:9]=[CH:10][CH:11]=[CH:12][C:13]=3[N:14]=[C:15]([N:16]3[CH2:21][CH2:20][N:19]([CH3:22])[CH2:18][CH2:17]3)[C:4]=2[CH:3]=1.[CH2:23]([S:25]([OH:28])(=[O:27])=[O:26])[CH3:24], predict the reaction product. The product is: [CH3:1][C:2]1[S:6][C:5]2[NH:7][C:8]3[CH:9]=[CH:10][CH:11]=[CH:12][C:13]=3[N:14]=[C:15]([N:16]3[CH2:17][CH2:18][N:19]([CH3:22])[CH2:20][CH2:21]3)[C:4]=2[CH:3]=1.[S:25]([CH2:23][CH3:24])([O-:28])(=[O:27])=[O:26]. (2) Given the reactants [N:1]1[C:10]2[C:5](=[CH:6][CH:7]=[CH:8][CH:9]=2)[CH:4]=[C:3](C#N)[CH:2]=1.[C:13](O[C:13]([O:15][C:16]([CH3:19])([CH3:18])[CH3:17])=[O:14])([O:15][C:16]([CH3:19])([CH3:18])[CH3:17])=[O:14].[BH4-].[Na+].[NH2:30]CCNCCN, predict the reaction product. The product is: [N:1]1[C:10]2[C:5](=[CH:6][CH:7]=[CH:8][CH:9]=2)[CH:4]=[C:3]([NH:30][C:13](=[O:14])[O:15][C:16]([CH3:19])([CH3:18])[CH3:17])[CH:2]=1. (3) Given the reactants Br[C:2]1[CH:3]=[C:4]([CH:25]=[CH:26][N:27]=1)[C:5]([NH:7][C:8]1[S:9][C:10]2[C:16]([CH:17]3[CH2:22][O:21][CH2:20][CH2:19][O:18]3)=[CH:15][CH:14]=[C:13]([O:23][CH3:24])[C:11]=2[N:12]=1)=[O:6].C([Sn](CCCC)(CCCC)[C:33]1[CH2:34][CH2:35][O:36][CH2:37][CH:38]=1)CCC.C1(P(C2C=CC=CC=2)C2C=CC=CC=2)C=CC=CC=1.[Cl-].[Li+].C(C1C=C(C)C=C(C(C)(C)C)C=1O)(C)(C)C, predict the reaction product. The product is: [O:36]1[CH2:35][CH:34]=[C:33]([C:2]2[CH:3]=[C:4]([CH:25]=[CH:26][N:27]=2)[C:5]([NH:7][C:8]2[S:9][C:10]3[C:16]([CH:17]4[CH2:22][O:21][CH2:20][CH2:19][O:18]4)=[CH:15][CH:14]=[C:13]([O:23][CH3:24])[C:11]=3[N:12]=2)=[O:6])[CH2:38][CH2:37]1.